This data is from Experimentally validated miRNA-target interactions with 360,000+ pairs, plus equal number of negative samples. The task is: Binary Classification. Given a miRNA mature sequence and a target amino acid sequence, predict their likelihood of interaction. (1) The miRNA is hsa-miR-3125 with sequence UAGAGGAAGCUGUGGAGAGA. The protein sequence of the target gene is MAAWAPCRRWGWAAVSFGRHPGLSASLARKPPRAWWLSACRQKASLSFLNRSELPNLAYKRLKGKTPGIIFIPGYLSNMNGIKAVAVEEFCKSLGHAFIRFDYSGIGSSDGNLAECTVGKWRKDVLSILDDVAEGPQILVGSSLGGWLMLHAAIARPEKVIALIGIATAADGLVTQYHALPVETQKEIEMKGEWTLPSRYNKEGYFRIPYSFIKEAEHHCLLHSPIPVTCPVRLLHGMKDEIVPWQRSLQVADRIVSPDVDVILRKQGDHRMKEKADIHLLICTIDDLIDKLSTVVP. Result: 0 (no interaction). (2) The miRNA is hsa-miR-6818-5p with sequence UUGUGUGAGUACAGAGAGCAUC. The protein sequence of the target gene is MPSLPQEGVIQGPSPLDLNTELPYQSTMKRKVRKKKKKGTITANVAGTKFEIVRLVIDEMGFMKTPDEDETSNLIWCDSAVQQEKISELQNYQRINHFPGMGEICRKDFLARNMTKMIKSRPLDYTFVPRTWIFPAEYTQFQNYVKELKKKRKQKTFIVKPANGAMGHGISLIRNGDKLPSQDHLIVQEYIEKPFLMEGYKFDLRIYILVTSCDPLKIFLYHDGLVRMGTEKYIPPNESNLTQLYMHLTNYSVNKHNEHFERDETENKGSKRSIKWFTEFLQANQHDVAKFWSDISELVV.... Result: 1 (interaction). (3) The miRNA is hsa-miR-3913-5p with sequence UUUGGGACUGAUCUUGAUGUCU. The protein sequence of the target gene is MGKTANSPGSGARPDPVRSFNRWKKKHSHRQNKKKQLRKQLKKPEWQVERESISRLMQNYEKINVNEITRFSDFPLSKKTLKGLQEAQYRLVTEIQKQTIGLALQGKDVLGAAKTGSGKTLAFLVPVLEALYRLQWTSTDGLGVLIISPTRELAYQTFEVLRKVGKNHDFSAGLIIGGKDLKHEAERINNINILVCTPGRLLQHMDETVSFHATDLQMLVLDEADRILDMGFADTMNAVIENLPKKRQTLLFSATQTKSVKDLARLSLKNPEYVWVHEKAKYSTPATLEQNYIVCELQQK.... Result: 0 (no interaction). (4) The miRNA is hsa-miR-648 with sequence AAGUGUGCAGGGCACUGGU. The protein sequence of the target gene is MASAGTQHYSIGLRQKNSFKQSGPSGTVPATPPEKPSEGRVWPQAHQQVKPIWKLEKKQVETLSAGLGPGLLGVPPQPAYFFCPSTLCSSGTTAVIAGHSSSCYLHSLPDLFNSTLLYRRSSYRQKPYQQLESFCLRSSPSEKSPFSLPQKSLPVSLTANKATSSMVFSMAQPMASSSTEPYLCLAAAGENPSGKSLASAISGKIPSPLSSSYKPMLNNNSFMWPNSTPVPLLQTTQGLKPVSPPKIQPVSWHHSGGTGDCAPQPVDHKVPKSIGTVPADASAHIALSTASSHDTSTTSV.... Result: 0 (no interaction). (5) The miRNA is hsa-miR-1199-3p with sequence UGCGGCCGGUGCUCAACCUGC. The protein sequence of the target gene is MAESWLRLCGAGPGEEAGPEGGMEEPDALDDSLTSLQWLQEFSILNAKAPTLPPGGTDPHGYHQVPGLVAPGSPLAADPACLGQPHTPGKPTSSCTSRSAPPGLQAPPPDDVDYATNPHVKPPYSYATLICMAMQASKATKITLSAIYKWITDNFCYFRHADPTWQNSIRHNLSLNKCFIKVPREKDEPGKGGFWRIDPQYAERLLSGAFKKRRLPPVHIHPAFARQASQEPSAAPWGGPLTVNREAQQLLQEFEEATGEGGWGTGEGRLGHKRKQPLPKRVAKVLRPPSTLLLTQEEQG.... Result: 0 (no interaction).